Dataset: Full USPTO retrosynthesis dataset with 1.9M reactions from patents (1976-2016). Task: Predict the reactants needed to synthesize the given product. (1) Given the product [Br:1][C:2]1[CH:3]=[C:4]([NH:5][CH:19]=[C:13]([C:12]([O:11][CH2:9][CH3:10])=[O:23])[C:14]([O:16][CH2:17][CH3:18])=[O:15])[CH:6]=[CH:7][CH:8]=1, predict the reactants needed to synthesize it. The reactants are: [Br:1][C:2]1[CH:3]=[C:4]([CH:6]=[CH:7][CH:8]=1)[NH2:5].[CH2:9]([O:11][C:12](=[O:23])[C:13](=[CH:19]OCC)[C:14]([O:16][CH2:17][CH3:18])=[O:15])[CH3:10]. (2) Given the product [CH3:35][O:34][C:18]([O:17][CH3:16])([C:26]1[CH:31]=[CH:30][C:29]([O:32][CH3:33])=[CH:28][CH:27]=1)[C:19]1[CH:20]=[CH:21][C:22]([F:25])=[C:23]([CH:38]=[O:39])[CH:24]=1, predict the reactants needed to synthesize it. The reactants are: CC1(C)CCCC(C)(C)N1.C([Li])CCC.[CH3:16][O:17][C:18]([O:34][CH3:35])([C:26]1[CH:31]=[CH:30][C:29]([O:32][CH3:33])=[CH:28][CH:27]=1)[C:19]1[CH:24]=[CH:23][C:22]([F:25])=[CH:21][CH:20]=1.CN(C)[CH:38]=[O:39].Cl. (3) Given the product [F:27][C:2]1([F:1])[CH2:4][C:3]1([C:6]1[CH:11]=[C:10]([CH:12]=[O:13])[CH:9]=[C:8]([O:17][CH2:18][CH3:19])[C:7]=1[C:20]1[CH:21]=[CH:22][C:23]([F:26])=[CH:24][CH:25]=1)[CH3:5], predict the reactants needed to synthesize it. The reactants are: [F:1][C:2]1([F:27])[CH2:4][C:3]1([C:6]1[CH:11]=[C:10]([C:12](OCC)=[O:13])[CH:9]=[C:8]([O:17][CH2:18][CH3:19])[C:7]=1[C:20]1[CH:25]=[CH:24][C:23]([F:26])=[CH:22][CH:21]=1)[CH3:5].[H-].[Al+3].[Li+].[H-].[H-].[H-].O.O.O.O.O.O.O.O.O.O.S([O-])([O-])(=O)=O.[Na+].[Na+]. (4) The reactants are: [CH3:1][O:2][C:3](=[O:16])[C:4]([CH3:15])([C:6]1[CH:11]=[CH:10][C:9]([N+:12]([O-])=O)=[CH:8][CH:7]=1)[CH3:5]. Given the product [CH3:1][O:2][C:3](=[O:16])[C:4]([C:6]1[CH:7]=[CH:8][C:9]([NH2:12])=[CH:10][CH:11]=1)([CH3:15])[CH3:5], predict the reactants needed to synthesize it. (5) Given the product [CH:11]([N:14]([CH2:2][C:3]1[CH:10]=[CH:9][C:6]([C:7]#[N:8])=[CH:5][CH:4]=1)[CH:15]([CH3:17])[CH3:16])([CH3:13])[CH3:12], predict the reactants needed to synthesize it. The reactants are: Br[CH2:2][C:3]1[CH:10]=[CH:9][C:6]([C:7]#[N:8])=[CH:5][CH:4]=1.[CH:11]([NH:14][CH:15]([CH3:17])[CH3:16])([CH3:13])[CH3:12]. (6) Given the product [NH2:17][C:12]1[C:11]2[C:15](=[CH:16][C:8]([C:6]3[N:7]=[C:2]([NH2:1])[N:3]=[C:4]([NH:31][CH2:30][CH2:29][C:24]4[CH:25]=[CH:26][CH:27]=[CH:28][C:23]=4[F:22])[CH:5]=3)=[CH:9][CH:10]=2)[NH:14][N:13]=1, predict the reactants needed to synthesize it. The reactants are: [NH2:1][C:2]1[N:7]=[C:6]([C:8]2[CH:16]=[C:15]3[C:11]([C:12]([NH2:17])=[N:13][NH:14]3)=[CH:10][CH:9]=2)[CH:5]=[C:4](S(C)(=O)=O)[N:3]=1.[F:22][C:23]1[CH:28]=[CH:27][CH:26]=[CH:25][C:24]=1[CH2:29][CH2:30][NH2:31].CCN(C(C)C)C(C)C. (7) Given the product [CH3:17][N:18]([CH3:27])[C:19]([CH:21]1[CH2:26][CH2:25][CH2:24][N:23]([C:13]2[NH:16][C:4](=[O:5])[C:6]3[C:7]([CH:12]=2)=[CH:8][CH:9]=[CH:10][CH:11]=3)[CH2:22]1)=[O:20], predict the reactants needed to synthesize it. The reactants are: Cl.CO[C:4]([C:6]1[CH:11]=[CH:10][CH:9]=[CH:8][C:7]=1[CH2:12][C:13](=[NH:16])OC)=[O:5].[CH3:17][N:18]([CH3:27])[C:19]([CH:21]1[CH2:26][CH2:25][CH2:24][NH:23][CH2:22]1)=[O:20]. (8) Given the product [CH2:1]([C:5]1[C:13]([Cl:16])=[CH:12][C:8]([C:9]([OH:11])=[O:10])=[C:7]([O:14][CH3:15])[CH:6]=1)[CH2:2][CH2:3][CH3:4], predict the reactants needed to synthesize it. The reactants are: [CH2:1]([C:5]1[CH:13]=[CH:12][C:8]([C:9]([OH:11])=[O:10])=[C:7]([O:14][CH3:15])[CH:6]=1)[CH2:2][CH2:3][CH3:4].[Cl:16]N1CCOCC1. (9) Given the product [Si:22]([O:1][C:2]1[CH:3]=[C:4]([C:8]2[CH:13]=[CH:12][CH:11]=[CH:10][C:9]=2[N+:14]([O-:16])=[O:15])[CH:5]=[CH:6][CH:7]=1)([C:25]([CH3:28])([CH3:27])[CH3:26])([CH3:24])[CH3:23], predict the reactants needed to synthesize it. The reactants are: [OH:1][C:2]1[CH:3]=[C:4]([C:8]2[CH:13]=[CH:12][CH:11]=[CH:10][C:9]=2[N+:14]([O-:16])=[O:15])[CH:5]=[CH:6][CH:7]=1.N1C=CN=C1.[Si:22](Cl)([C:25]([CH3:28])([CH3:27])[CH3:26])([CH3:24])[CH3:23].